This data is from Human intestinal absorption (HIA) binary classification data from Hou et al.. The task is: Regression/Classification. Given a drug SMILES string, predict its absorption, distribution, metabolism, or excretion properties. Task type varies by dataset: regression for continuous measurements (e.g., permeability, clearance, half-life) or binary classification for categorical outcomes (e.g., BBB penetration, CYP inhibition). Dataset: hia_hou. The compound is CC(C)C[C@@H](N(C)C)C1(c2ccc(Cl)cc2)CCC1. The result is 1 (good absorption).